From a dataset of Full USPTO retrosynthesis dataset with 1.9M reactions from patents (1976-2016). Predict the reactants needed to synthesize the given product. (1) Given the product [NH2:1][C:2]1[N:3]([C@@H:12]2[O:18][C@H:17]([CH2:19][OH:20])[C@@H:15]([OH:16])[C@H:13]2[OH:14])[C:4]2[C:9]([N:10]=1)=[C:8]([NH:28][CH2:21][C:22]1[CH:27]=[CH:26][CH:25]=[CH:24][CH:23]=1)[N:7]=[CH:6][N:5]=2, predict the reactants needed to synthesize it. The reactants are: [NH2:1][C:2]1[N:3]([C@@H:12]2[O:18][C@H:17]([CH2:19][OH:20])[C@@H:15]([OH:16])[C@H:13]2[OH:14])[C:4]2[C:9]([N:10]=1)=[C:8](Cl)[N:7]=[CH:6][N:5]=2.[CH2:21]([NH2:28])[C:22]1[CH:27]=[CH:26][CH:25]=[CH:24][CH:23]=1. (2) Given the product [Cl:1][C:2]1[CH:3]=[CH:4][CH:5]=[C:6]2[C:22]=1[C:9]1([CH2:14][CH2:13][NH:12][CH2:11][CH2:10]1)[N:8]([CH2:23][C:24]1[CH:25]=[CH:26][C:27]([O:30][CH3:31])=[CH:28][CH:29]=1)[C:7]2=[S:32].[C:33]([OH:39])([C:35]([F:38])([F:37])[F:36])=[O:34], predict the reactants needed to synthesize it. The reactants are: [Cl:1][C:2]1[CH:3]=[CH:4][CH:5]=[C:6]2[C:22]=1[C:9]1([CH2:14][CH2:13][N:12](C(OC(C)(C)C)=O)[CH2:11][CH2:10]1)[N:8]([CH2:23][C:24]1[CH:29]=[CH:28][C:27]([O:30][CH3:31])=[CH:26][CH:25]=1)[C:7]2=[S:32].[C:33]([OH:39])([C:35]([F:38])([F:37])[F:36])=[O:34]. (3) Given the product [Cl:1][C:2]1[N:7]=[C:6]([C:8]([NH2:9])=[O:16])[C:5]([N+:10]([O-:12])=[O:11])=[CH:4][CH:3]=1, predict the reactants needed to synthesize it. The reactants are: [Cl:1][C:2]1[N:7]=[C:6]([C:8]#[N:9])[C:5]([N+:10]([O-:12])=[O:11])=[CH:4][CH:3]=1.Cl[Sn]Cl.[OH2:16]. (4) Given the product [CH2:1]([C:3]1[CH:8]=[CH:7][C:6]([CH2:9][C:10]([Cl:16])=[O:12])=[CH:5][CH:4]=1)[CH3:2], predict the reactants needed to synthesize it. The reactants are: [CH2:1]([C:3]1[CH:8]=[CH:7][C:6]([CH2:9][C:10]([OH:12])=O)=[CH:5][CH:4]=1)[CH3:2].C(Cl)(=O)C([Cl:16])=O.